Predict the product of the given reaction. From a dataset of Forward reaction prediction with 1.9M reactions from USPTO patents (1976-2016). (1) Given the reactants [Cl:1][C:2]1[CH:3]=[C:4]([NH:26][CH:27](SC)[NH:28][C:29]#[N:30])[CH:5]=[C:6]([C:22]([F:25])([F:24])[F:23])[C:7]=1[C:8]1[CH:21]=[CH:20][C:11]2[O:12][CH2:13][CH2:14][N:15]([S:16]([CH3:19])(=[O:18])=[O:17])[C:10]=2[CH:9]=1.[NH2:33][NH2:34], predict the reaction product. The product is: [Cl:1][C:2]1[CH:3]=[C:4]([NH:26][C:27]2[N:28]=[C:29]([NH2:30])[NH:34][N:33]=2)[CH:5]=[C:6]([C:22]([F:25])([F:24])[F:23])[C:7]=1[C:8]1[CH:21]=[CH:20][C:11]2[O:12][CH2:13][CH2:14][N:15]([S:16]([CH3:19])(=[O:17])=[O:18])[C:10]=2[CH:9]=1. (2) Given the reactants [CH2:1]([O:3][C:4](=[O:17])/[CH:5]=[CH:6]/[O:7][C:8]1[CH:13]=[CH:12][CH:11]=[C:10]([CH:14]([CH3:16])[CH3:15])[CH:9]=1)[CH3:2].[CH2:18]([N:25]([Si](C)(C)C)[CH2:26]OC)[C:19]1[CH:24]=[CH:23][CH:22]=[CH:21][CH:20]=1.F[C:34](F)(F)C(O)=O, predict the reaction product. The product is: [CH2:1]([O:3][C:4]([C@H:5]1[C@@H:6]([O:7][C:8]2[CH:13]=[CH:12][CH:11]=[C:10]([CH:14]([CH3:16])[CH3:15])[CH:9]=2)[CH2:26][N:25]([CH2:18][C:19]2[CH:24]=[CH:23][CH:22]=[CH:21][CH:20]=2)[CH2:34]1)=[O:17])[CH3:2].